This data is from CYP2C19 inhibition data for predicting drug metabolism from PubChem BioAssay. The task is: Regression/Classification. Given a drug SMILES string, predict its absorption, distribution, metabolism, or excretion properties. Task type varies by dataset: regression for continuous measurements (e.g., permeability, clearance, half-life) or binary classification for categorical outcomes (e.g., BBB penetration, CYP inhibition). Dataset: cyp2c19_veith. (1) The compound is COc1ccccc1N1CCN(CCN(C(=O)C2CCCCC2)c2ccccn2)CC1. The result is 0 (non-inhibitor). (2) The compound is Cn1c(=O)[nH]c(=O)c2c1nc(CN1CCOCC1)n2Cc1ccccc1. The result is 0 (non-inhibitor).